From a dataset of Forward reaction prediction with 1.9M reactions from USPTO patents (1976-2016). Predict the product of the given reaction. (1) Given the reactants [CH2:1]([C:3]1[CH:8]=[CH:7][CH:6]=[C:5]([CH2:9][CH3:10])[C:4]=1[C:11]1[O:12][C:13]([CH2:22]O)=[C:14]([C:16]2[CH:21]=[CH:20][CH:19]=[CH:18][CH:17]=2)[N:15]=1)[CH3:2].S(Cl)(Cl)=O.[O:28]1[C:32]2[CH:33]=[CH:34][C:35]([CH:37]3[CH2:42][CH2:41][CH2:40][CH2:39][NH:38]3)=[CH:36][C:31]=2[O:30][CH2:29]1.C(#N)C.C(=O)([O-])[O-].[K+].[K+], predict the reaction product. The product is: [O:28]1[C:32]2[CH:33]=[CH:34][C:35]([CH:37]3[CH2:42][CH2:41][CH2:40][CH2:39][N:38]3[CH2:22][C:13]3[O:12][C:11]([C:4]4[C:5]([CH2:9][CH3:10])=[CH:6][CH:7]=[CH:8][C:3]=4[CH2:1][CH3:2])=[N:15][C:14]=3[C:16]3[CH:21]=[CH:20][CH:19]=[CH:18][CH:17]=3)=[CH:36][C:31]=2[O:30][CH2:29]1. (2) Given the reactants [Br:1][C:2]1[C:3]([C@@H:9]([NH:19][S@:20]([C:22]([CH3:25])([CH3:24])[CH3:23])=[O:21])[CH2:10][C:11]2[CH:16]=[C:15]([F:17])[CH:14]=[C:13]([F:18])[CH:12]=2)=[N:4][CH:5]=[C:6](Br)[CH:7]=1.[Br:26]C1C(/C=N\[S@](C(C)(C)C)=O)=NC(Br)=CC=1, predict the reaction product. The product is: [Br:1][C:2]1[C:3]([C@@H:9]([NH:19][S@:20]([C:22]([CH3:25])([CH3:24])[CH3:23])=[O:21])[CH2:10][C:11]2[CH:16]=[C:15]([F:17])[CH:14]=[C:13]([F:18])[CH:12]=2)=[N:4][C:5]([Br:26])=[CH:6][CH:7]=1. (3) Given the reactants ClC1C=CC=C(C(OO)=[O:9])C=1.[Cl:12][C:13]1[N:17]([C:18]2[CH:23]=[CH:22][CH:21]=[CH:20][CH:19]=2)[N:16]=[C:15]([C:24]([F:27])([F:26])[F:25])[C:14]=1[CH2:28][S:29][C:30]1[CH2:34][C:33]([CH3:36])([CH3:35])[O:32][N:31]=1.[OH2:37], predict the reaction product. The product is: [Cl:12][C:13]1[N:17]([C:18]2[CH:19]=[CH:20][CH:21]=[CH:22][CH:23]=2)[N:16]=[C:15]([C:24]([F:25])([F:27])[F:26])[C:14]=1[CH2:28][S:29]([C:30]1[CH2:34][C:33]([CH3:36])([CH3:35])[O:32][N:31]=1)(=[O:9])=[O:37]. (4) Given the reactants O=[C:2]1[CH2:7][CH2:6][CH2:5][N:4](C(OC(C)(C)C)=O)[CH2:3]1.[NH2:15][C:16]1[CH:21]=[CH:20][N:19]=[CH:18][CH:17]=1, predict the reaction product. The product is: [NH:4]1[CH2:5][CH2:6][CH2:7][CH:2]([NH:15][C:16]2[CH:21]=[CH:20][N:19]=[CH:18][CH:17]=2)[CH2:3]1. (5) Given the reactants [CH3:1][O:2][CH2:3][CH2:4][NH2:5].O1CCCC1.[CH3:11][C:12](=O)[CH2:13][C:14](=[O:16])[CH3:15], predict the reaction product. The product is: [CH3:1][O:2][CH2:3][CH2:4][NH:5][C:12]([CH3:11])=[CH:13][C:14](=[O:16])[CH3:15].